Dataset: Catalyst prediction with 721,799 reactions and 888 catalyst types from USPTO. Task: Predict which catalyst facilitates the given reaction. (1) Reactant: [CH2:1]([O:8][C:9]([N:11]1[CH2:16][CH2:15][C:14]([NH2:22])([CH2:17][C:18]([O:20][CH3:21])=[O:19])[CH2:13][CH2:12]1)=[O:10])[C:2]1[CH:7]=[CH:6][CH:5]=[CH:4][CH:3]=1.[O:23]1[C:28]2[CH:29]=[CH:30][C:31]([CH:33]=O)=[CH:32][C:27]=2[O:26][CH2:25][CH2:24]1.C(O[BH-](OC(=O)C)OC(=O)C)(=O)C.[Na+].C(=O)(O)[O-].[Na+]. Product: [CH2:1]([O:8][C:9]([N:11]1[CH2:16][CH2:15][C:14]([NH:22][CH2:33][C:31]2[CH:30]=[CH:29][C:28]3[O:23][CH2:24][CH2:25][O:26][C:27]=3[CH:32]=2)([CH2:17][C:18]([O:20][CH3:21])=[O:19])[CH2:13][CH2:12]1)=[O:10])[C:2]1[CH:7]=[CH:6][CH:5]=[CH:4][CH:3]=1. The catalyst class is: 417. (2) Reactant: [C:9](O[C:9]([O:11][C:12]([CH3:15])([CH3:14])[CH3:13])=[O:10])([O:11][C:12]([CH3:15])([CH3:14])[CH3:13])=[O:10].[NH2:16][CH2:17][C:18]1([CH2:21][OH:22])[CH2:20][CH2:19]1.[NH4+].[Cl-]. Product: [OH:22][CH2:21][C:18]1([CH2:17][NH:16][C:9](=[O:10])[O:11][C:12]([CH3:13])([CH3:14])[CH3:15])[CH2:20][CH2:19]1. The catalyst class is: 2. (3) Reactant: [Cl-].[OH:2][NH3+:3].[C:4](=O)([O-])[OH:5].[Na+].CS(C)=[O:11].[O:13]1[CH:17]=[N:16][N:15]=[C:14]1[CH2:18][O:19][C@H:20]1[CH2:25][CH2:24][C@H:23]([N:26]2[C:31](=[O:32])[C:30]([CH2:33][C:34]3[CH:39]=[CH:38][C:37]([C:40]4[C:41]([C:46]#[N:47])=[CH:42][CH:43]=[CH:44][CH:45]=4)=[CH:36][CH:35]=3)=[C:29]([CH2:48][CH2:49][CH3:50])[N:28]3[N:51]=[CH:52][N:53]=[C:27]23)[CH2:22][CH2:21]1. Product: [O:5]=[C:4]1[O:2][N:3]=[C:46]([C:41]2[CH:42]=[CH:43][CH:44]=[CH:45][C:40]=2[C:37]2[CH:38]=[CH:39][C:34]([CH2:33][C:30]3[C:31](=[O:32])[N:26]([C@H:23]4[CH2:22][CH2:21][C@H:20]([O:19][CH2:18][C:14]5[O:13][C:17](=[O:11])[NH:16][N:15]=5)[CH2:25][CH2:24]4)[C:27]4[N:28]([N:51]=[CH:52][N:53]=4)[C:29]=3[CH2:48][CH2:49][CH3:50])=[CH:35][CH:36]=2)[NH:47]1. The catalyst class is: 69. (4) Reactant: [C:1]([O:5][C:6]([NH:8][C:9]1[S:10][CH:11]=[C:12]([CH:14]([CH2:20][CH2:21][F:22])[C:15]([O:17]CC)=[O:16])[N:13]=1)=[O:7])([CH3:4])([CH3:3])[CH3:2].[OH-].[Li+].Cl. Product: [C:1]([O:5][C:6]([NH:8][C:9]1[S:10][CH:11]=[C:12]([CH:14]([CH2:20][CH2:21][F:22])[C:15]([OH:17])=[O:16])[N:13]=1)=[O:7])([CH3:3])([CH3:4])[CH3:2]. The catalyst class is: 36. (5) Reactant: [N:1]1[CH:6]=[CH:5][N:4]=[CH:3][C:2]=1[NH:7][C@@H:8]1[CH2:13][CH2:12][CH2:11][C@H:10]([NH:14]C(=O)OCC2C=CC=CC=2)[CH2:9]1. Product: [N:1]1[CH:6]=[CH:5][N:4]=[CH:3][C:2]=1[NH:7][C@@H:8]1[CH2:13][CH2:12][CH2:11][C@H:10]([NH2:14])[CH2:9]1. The catalyst class is: 19.